The task is: Regression. Given two drug SMILES strings and cell line genomic features, predict the synergy score measuring deviation from expected non-interaction effect.. This data is from NCI-60 drug combinations with 297,098 pairs across 59 cell lines. (1) Drug 1: C1=CC=C(C=C1)NC(=O)CCCCCCC(=O)NO. Drug 2: CC1=C(C(=O)C2=C(C1=O)N3CC4C(C3(C2COC(=O)N)OC)N4)N. Cell line: CCRF-CEM. Synergy scores: CSS=75.1, Synergy_ZIP=-0.848, Synergy_Bliss=-0.787, Synergy_Loewe=-0.191, Synergy_HSA=2.37. (2) Drug 1: C1CC(C1)(C(=O)O)C(=O)O.[NH2-].[NH2-].[Pt+2]. Drug 2: CCCCC(=O)OCC(=O)C1(CC(C2=C(C1)C(=C3C(=C2O)C(=O)C4=C(C3=O)C=CC=C4OC)O)OC5CC(C(C(O5)C)O)NC(=O)C(F)(F)F)O. Cell line: PC-3. Synergy scores: CSS=43.0, Synergy_ZIP=-2.06, Synergy_Bliss=-2.34, Synergy_Loewe=-2.55, Synergy_HSA=-1.20. (3) Synergy scores: CSS=58.8, Synergy_ZIP=11.0, Synergy_Bliss=11.2, Synergy_Loewe=9.87, Synergy_HSA=13.1. Cell line: COLO 205. Drug 2: CC1=C(N=C(N=C1N)C(CC(=O)N)NCC(C(=O)N)N)C(=O)NC(C(C2=CN=CN2)OC3C(C(C(C(O3)CO)O)O)OC4C(C(C(C(O4)CO)O)OC(=O)N)O)C(=O)NC(C)C(C(C)C(=O)NC(C(C)O)C(=O)NCCC5=NC(=CS5)C6=NC(=CS6)C(=O)NCCC[S+](C)C)O. Drug 1: C1=C(C(=O)NC(=O)N1)N(CCCl)CCCl.